This data is from Reaction yield outcomes from USPTO patents with 853,638 reactions. The task is: Predict the reaction yield, written as a fraction of the theoretical maximum amount of product (1.0 means a 100% yield; for example, 0.34 means a 34% yield). (1) The reactants are [CH3:1][N:2]([CH3:14])[C:3]([C:5]1[CH:13]=[CH:12][C:8]([C:9]([OH:11])=O)=[CH:7][CH:6]=1)=[O:4].S(Cl)(Cl)=O.[NH2:19][C@H:20]1[CH2:25][C:24]2[C:26]([N:30]3[CH2:35][CH2:34][N:33]([CH3:36])[CH2:32][CH2:31]3)=[CH:27][CH:28]=[CH:29][C:23]=2[O:22][CH2:21]1.C(N(CC)CC)C. The catalyst is C(Cl)Cl. The product is [CH3:36][N:33]1[CH2:34][CH2:35][N:30]([C:26]2[C:24]3[CH2:25][C@H:20]([NH:19][C:9](=[O:11])[C:8]4[CH:7]=[CH:6][C:5]([C:3]([N:2]([CH3:1])[CH3:14])=[O:4])=[CH:13][CH:12]=4)[CH2:21][O:22][C:23]=3[CH:29]=[CH:28][CH:27]=2)[CH2:31][CH2:32]1. The yield is 0.540. (2) The yield is 1.00. The catalyst is C1COCC1. The product is [CH:2]([C:6]1[CH:7]=[CH:8][C:9]([C:12]#[N:13])=[N:10][CH:11]=1)=[O:1]. The reactants are [O:1]1CCO[CH:2]1[C:6]1[CH:7]=[CH:8][C:9]([C:12]#[N:13])=[N:10][CH:11]=1.Cl.C(=O)(O)[O-].[Na+]. (3) The reactants are C([O:3][C:4](=[O:33])[CH2:5][O:6][C:7]1[CH:16]=[CH:15][C:14]2[C:9](=[CH:10][CH:11]=[C:12]([C:17]3[S:21][C:20]4[CH:22]=[CH:23][CH:24]=[CH:25][C:19]=4[C:18]=3[C:26](=[O:31])[CH2:27][CH2:28][CH2:29][CH3:30])[CH:13]=2)[C:8]=1[Cl:32])C.[OH-].[K+].Cl. The catalyst is C1COCC1.O. The product is [Cl:32][C:8]1[C:9]2[C:14](=[CH:13][C:12]([C:17]3[S:21][C:20]4[CH:22]=[CH:23][CH:24]=[CH:25][C:19]=4[C:18]=3[C:26](=[O:31])[CH2:27][CH2:28][CH2:29][CH3:30])=[CH:11][CH:10]=2)[CH:15]=[CH:16][C:7]=1[O:6][CH2:5][C:4]([OH:33])=[O:3]. The yield is 0.699.